This data is from Forward reaction prediction with 1.9M reactions from USPTO patents (1976-2016). The task is: Predict the product of the given reaction. (1) The product is: [Cl:1][C:2]1[CH:26]=[CH:25][C:5]2=[N:6][N:7]([C:9]3[CH:10]=[C:11]([CH:17]=[C:18]([C:21]([CH3:22])([CH3:23])[CH3:24])[C:19]=3[OH:20])[CH2:12][CH2:13][C:14]([O:16][CH:32]3[CH2:33][C:34]([CH3:35])([CH3:36])[N:29]([O:28][CH3:27])[C:30]([CH3:39])([CH3:38])[CH2:31]3)=[O:15])[N:8]=[C:4]2[CH:3]=1. Given the reactants [Cl:1][C:2]1[CH:26]=[CH:25][C:5]2=[N:6][N:7]([C:9]3[CH:10]=[C:11]([CH:17]=[C:18]([C:21]([CH3:24])([CH3:23])[CH3:22])[C:19]=3[OH:20])[CH2:12][CH2:13][C:14]([OH:16])=[O:15])[N:8]=[C:4]2[CH:3]=1.[CH3:27][O:28][N:29]1[C:34]([CH3:36])([CH3:35])[CH2:33][CH:32](O)[CH2:31][C:30]1([CH3:39])[CH3:38], predict the reaction product. (2) Given the reactants [CH3:1][N:2]1[CH:6]=[C:5]([C:7]2[CH:12]=[C:11]([N+:13]([O-])=O)[CH:10]=[CH:9][C:8]=2[CH3:16])[CH:4]=[N:3]1, predict the reaction product. The product is: [CH3:16][C:8]1[CH:9]=[CH:10][C:11]([NH2:13])=[CH:12][C:7]=1[C:5]1[CH:4]=[N:3][N:2]([CH3:1])[CH:6]=1. (3) Given the reactants [NH:1]1[C:9]2[C:4](=[CH:5][CH:6]=[CH:7][CH:8]=2)[C:3]([C:10]2[N:11]=[N:12][N:13]([C:15]3[CH:41]=[CH:40][C:18]([C:19]([NH:21][C:22]4[CH:23]=[N:24][N:25]([CH:27]5[CH2:32][CH2:31][N:30](C(OC(C)(C)C)=O)[CH2:29][CH2:28]5)[CH:26]=4)=[O:20])=[CH:17][CH:16]=3)[CH:14]=2)=[N:2]1.[ClH:42], predict the reaction product. The product is: [ClH:42].[NH:1]1[C:9]2[C:4](=[CH:5][CH:6]=[CH:7][CH:8]=2)[C:3]([C:10]2[N:11]=[N:12][N:13]([C:15]3[CH:16]=[CH:17][C:18]([C:19]([NH:21][C:22]4[CH:23]=[N:24][N:25]([CH:27]5[CH2:28][CH2:29][NH:30][CH2:31][CH2:32]5)[CH:26]=4)=[O:20])=[CH:40][CH:41]=3)[CH:14]=2)=[N:2]1. (4) Given the reactants [CH:1]1([C:4]2[C:5]([N:24]([C:29]3[CH:34]=[CH:33][C:32]([N+:35]([O-])=O)=[C:31]([F:38])[CH:30]=3)[S:25]([CH3:28])(=[O:27])=[O:26])=[CH:6][C:7]3[O:11][C:10]([C:12]4[CH:17]=[CH:16][C:15]([F:18])=[CH:14][CH:13]=4)=[C:9]([C:19]([NH:21][CH3:22])=[O:20])[C:8]=3[CH:23]=2)[CH2:3][CH2:2]1, predict the reaction product. The product is: [NH2:35][C:32]1[CH:33]=[CH:34][C:29]([N:24]([C:5]2[C:4]([CH:1]3[CH2:3][CH2:2]3)=[CH:23][C:8]3[C:9]([C:19]([NH:21][CH3:22])=[O:20])=[C:10]([C:12]4[CH:13]=[CH:14][C:15]([F:18])=[CH:16][CH:17]=4)[O:11][C:7]=3[CH:6]=2)[S:25]([CH3:28])(=[O:27])=[O:26])=[CH:30][C:31]=1[F:38].